From a dataset of Forward reaction prediction with 1.9M reactions from USPTO patents (1976-2016). Predict the product of the given reaction. (1) The product is: [CH3:17][O:16][C:10]1[N:11]=[C:12]([O:14][CH3:15])[N:13]=[C:8]([O:46][C:45](=[O:47])[C:44]2[CH:48]=[C:49]([CH3:50])[C:41](/[CH:40]=[CH:39]/[S:36]([N:33]3[CH2:32][CH2:31][C:27]4([N:26]=[C:25]([CH:19]5[CH2:24][CH2:23][CH2:22][CH2:21][CH2:20]5)[NH:29][C:28]4=[O:30])[CH2:35][CH2:34]3)(=[O:37])=[O:38])=[C:42]([CH3:51])[CH:43]=2)[N:9]=1. Given the reactants C[N+]1([C:8]2[N:13]=[C:12]([O:14][CH3:15])[N:11]=[C:10]([O:16][CH3:17])[N:9]=2)CCOCC1.[Cl-].[CH:19]1([C:25]2[NH:29][C:28](=[O:30])[C:27]3([CH2:35][CH2:34][N:33]([S:36](/[CH:39]=[CH:40]/[C:41]4[C:49]([CH3:50])=[CH:48][C:44]([C:45]([OH:47])=[O:46])=[CH:43][C:42]=4[CH3:51])(=[O:38])=[O:37])[CH2:32][CH2:31]3)[N:26]=2)[CH2:24][CH2:23][CH2:22][CH2:21][CH2:20]1, predict the reaction product. (2) Given the reactants C[O:2][C:3]([C:5]1[NH:6][C:7]2[C:12]([CH:13]=1)=[CH:11][C:10]([O:14][CH2:15][C:16]1[CH:21]=[CH:20][CH:19]=[CH:18][CH:17]=1)=[C:9]([CH3:22])[CH:8]=2)=[O:4].O1CCOCC1.O.[OH-].[Li+].Cl, predict the reaction product. The product is: [CH2:15]([O:14][C:10]1[CH:11]=[C:12]2[C:7](=[CH:8][C:9]=1[CH3:22])[NH:6][C:5]([C:3]([OH:4])=[O:2])=[CH:13]2)[C:16]1[CH:17]=[CH:18][CH:19]=[CH:20][CH:21]=1.